This data is from NCI-60 drug combinations with 297,098 pairs across 59 cell lines. The task is: Regression. Given two drug SMILES strings and cell line genomic features, predict the synergy score measuring deviation from expected non-interaction effect. (1) Drug 1: CC1C(C(CC(O1)OC2CC(CC3=C2C(=C4C(=C3O)C(=O)C5=C(C4=O)C(=CC=C5)OC)O)(C(=O)CO)O)N)O.Cl. Drug 2: CC12CCC3C(C1CCC2=O)CC(=C)C4=CC(=O)C=CC34C. Cell line: M14. Synergy scores: CSS=-6.89, Synergy_ZIP=5.42, Synergy_Bliss=2.13, Synergy_Loewe=-3.83, Synergy_HSA=-4.88. (2) Drug 1: COC1=NC(=NC2=C1N=CN2C3C(C(C(O3)CO)O)O)N. Drug 2: C1CCC(C(C1)N)N.C(=O)(C(=O)[O-])[O-].[Pt+4]. Cell line: CAKI-1. Synergy scores: CSS=15.4, Synergy_ZIP=3.07, Synergy_Bliss=5.64, Synergy_Loewe=-11.0, Synergy_HSA=0.562. (3) Drug 1: CC1C(C(CC(O1)OC2CC(CC3=C2C(=C4C(=C3O)C(=O)C5=C(C4=O)C(=CC=C5)OC)O)(C(=O)C)O)N)O.Cl. Drug 2: CC1=C(C=C(C=C1)C(=O)NC2=CC(=CC(=C2)C(F)(F)F)N3C=C(N=C3)C)NC4=NC=CC(=N4)C5=CN=CC=C5. Cell line: LOX IMVI. Synergy scores: CSS=18.0, Synergy_ZIP=-5.95, Synergy_Bliss=-3.26, Synergy_Loewe=-10.1, Synergy_HSA=-0.449. (4) Drug 1: C1CCN(CC1)CCOC2=CC=C(C=C2)C(=O)C3=C(SC4=C3C=CC(=C4)O)C5=CC=C(C=C5)O. Drug 2: C1CCC(C(C1)N)N.C(=O)(C(=O)[O-])[O-].[Pt+4]. Cell line: NCI/ADR-RES. Synergy scores: CSS=26.4, Synergy_ZIP=-2.75, Synergy_Bliss=1.69, Synergy_Loewe=-11.5, Synergy_HSA=-1.15. (5) Drug 1: CC12CCC3C(C1CCC2=O)CC(=C)C4=CC(=O)C=CC34C. Drug 2: C1C(C(OC1N2C=NC3=C(N=C(N=C32)Cl)N)CO)O. Cell line: MDA-MB-435. Synergy scores: CSS=39.7, Synergy_ZIP=2.07, Synergy_Bliss=4.70, Synergy_Loewe=1.77, Synergy_HSA=2.97. (6) Drug 1: CCC1=CC2CC(C3=C(CN(C2)C1)C4=CC=CC=C4N3)(C5=C(C=C6C(=C5)C78CCN9C7C(C=CC9)(C(C(C8N6C)(C(=O)OC)O)OC(=O)C)CC)OC)C(=O)OC.C(C(C(=O)O)O)(C(=O)O)O. Drug 2: COCCOC1=C(C=C2C(=C1)C(=NC=N2)NC3=CC=CC(=C3)C#C)OCCOC.Cl. Cell line: MALME-3M. Synergy scores: CSS=41.4, Synergy_ZIP=5.71, Synergy_Bliss=6.20, Synergy_Loewe=-0.721, Synergy_HSA=7.13.